From a dataset of Reaction yield outcomes from USPTO patents with 853,638 reactions. Predict the reaction yield, written as a fraction of the theoretical maximum amount of product (1.0 means a 100% yield; for example, 0.34 means a 34% yield). (1) The reactants are [S:1]1[CH:5]=[CH:4][C:3]2[CH:6]=[C:7]([CH:10]3[C:19]4[C:14](=[CH:15][C:16]([O:20]C)=[CH:17][CH:18]=4)[CH2:13][N:12]([CH3:22])[CH2:11]3)[CH:8]=[CH:9][C:2]1=2.C([S-])C.[Na+].[NH4+].[Cl-]. The catalyst is CN(C=O)C. The product is [S:1]1[CH:5]=[CH:4][C:3]2[CH:6]=[C:7]([CH:10]3[C:19]4[C:14](=[CH:15][C:16]([OH:20])=[CH:17][CH:18]=4)[CH2:13][N:12]([CH3:22])[CH2:11]3)[CH:8]=[CH:9][C:2]1=2. The yield is 0.700. (2) The reactants are [F:1][C:2]([F:20])([F:19])[C:3](O)=[CH:4][C:5]([C:7]1[CH:17]=[CH:16][C:10]2[O:11][CH2:12][C:13](=[O:15])[NH:14][C:9]=2[CH:8]=1)=O.Cl.[CH:22]([C:25]1[CH:30]=[CH:29][C:28]([NH:31][NH2:32])=[CH:27][CH:26]=1)([CH3:24])[CH3:23]. No catalyst specified. The product is [CH:22]([C:25]1[CH:30]=[CH:29][C:28]([N:31]2[C:5]([C:7]3[CH:17]=[CH:16][C:10]4[O:11][CH2:12][C:13](=[O:15])[NH:14][C:9]=4[CH:8]=3)=[CH:4][C:3]([C:2]([F:20])([F:19])[F:1])=[N:32]2)=[CH:27][CH:26]=1)([CH3:24])[CH3:23]. The yield is 0.800.